This data is from Forward reaction prediction with 1.9M reactions from USPTO patents (1976-2016). The task is: Predict the product of the given reaction. (1) Given the reactants [CH2:1]([C:8]1[CH:9]=[N:10][C:11]2[C:16]([C:17]=1[C:18]1[CH:19]=[C:20]([CH:29]=[CH:30][CH:31]=1)[O:21][C:22]1[CH:27]=[CH:26][C:25]([OH:28])=[CH:24][CH:23]=1)=[CH:15][CH:14]=[CH:13][C:12]=2[C:32]([F:35])([F:34])[F:33])[C:2]1[CH:7]=[CH:6][CH:5]=[CH:4][CH:3]=1.[CH3:36][O:37][C:38](=[O:47])[C:39]1[CH:44]=[CH:43][C:42]([CH2:45]Br)=[CH:41][CH:40]=1, predict the reaction product. The product is: [CH3:36][O:37][C:38](=[O:47])[C:39]1[CH:44]=[CH:43][C:42]([CH2:45][O:28][C:25]2[CH:26]=[CH:27][C:22]([O:21][C:20]3[CH:29]=[CH:30][CH:31]=[C:18]([C:17]4[C:16]5[C:11](=[C:12]([C:32]([F:35])([F:33])[F:34])[CH:13]=[CH:14][CH:15]=5)[N:10]=[CH:9][C:8]=4[CH2:1][C:2]4[CH:3]=[CH:4][CH:5]=[CH:6][CH:7]=4)[CH:19]=3)=[CH:23][CH:24]=2)=[CH:41][CH:40]=1. (2) Given the reactants [CH2:1]([C:4]1([CH2:24][F:25])[S:9](=[O:11])(=[O:10])[CH2:8][C@:7]([C:13]2[CH:18]=[C:17]([N+:19]([O-:21])=[O:20])[CH:16]=[CH:15][C:14]=2[F:22])([CH3:12])[N:6]=[C:5]1[NH2:23])[CH:2]=[CH2:3].[CH3:26][C:27]([O:30][C:31](O[C:31]([O:30][C:27]([CH3:29])([CH3:28])[CH3:26])=[O:32])=[O:32])([CH3:29])[CH3:28], predict the reaction product. The product is: [CH2:1]([C:4]1([CH2:24][F:25])[S:9](=[O:11])(=[O:10])[CH2:8][C@:7]([C:13]2[CH:18]=[C:17]([N+:19]([O-:21])=[O:20])[CH:16]=[CH:15][C:14]=2[F:22])([CH3:12])[N:6]=[C:5]1[N:23]([C:31]([O:30][C:27]([CH3:29])([CH3:28])[CH3:26])=[O:32])[C:31](=[O:32])[O:30][C:27]([CH3:29])([CH3:28])[CH3:26])[CH:2]=[CH2:3].